This data is from Catalyst prediction with 721,799 reactions and 888 catalyst types from USPTO. The task is: Predict which catalyst facilitates the given reaction. Reactant: [OH-].[Na+].[Cl:3][C:4]1[N:9]=[C:8]([N:10]2[CH2:15][CH2:14][O:13][CH2:12][C@H:11]2[CH3:16])[CH:7]=[C:6]([CH2:17][S:18]([CH2:21][CH3:22])(=[O:20])=[O:19])[N:5]=1.Br[CH2:24][CH2:25]Br.CCOC(C)=O. Product: [Cl:3][C:4]1[N:9]=[C:8]([N:10]2[CH2:15][CH2:14][O:13][CH2:12][C@H:11]2[CH3:16])[CH:7]=[C:6]([C:17]2([S:18]([CH2:21][CH3:22])(=[O:20])=[O:19])[CH2:25][CH2:24]2)[N:5]=1. The catalyst class is: 596.